This data is from Forward reaction prediction with 1.9M reactions from USPTO patents (1976-2016). The task is: Predict the product of the given reaction. (1) Given the reactants C(O)=O.[NH2:4][CH2:5][CH2:6][C:7]1[CH:31]=[CH:30][C:10]([NH:11][CH:12]2[CH2:17][CH2:16][N:15]([C:18]([NH:20][CH2:21][C:22]3[CH:27]=[C:26]([F:28])[CH:25]=[CH:24][C:23]=3[F:29])=[O:19])[CH2:14][CH2:13]2)=[CH:9][CH:8]=1.C([Si]([O:49][C:50]1[CH:55]=[CH:54][C:53]([O:56][CH2:57][CH:58]2[CH2:60][O:59]2)=[CH:52][CH:51]=1)(C1C=CC=CC=1)C1C=CC=CC=1)(C)(C)C, predict the reaction product. The product is: [F:29][C:23]1[CH:24]=[CH:25][C:26]([F:28])=[CH:27][C:22]=1[CH2:21][NH:20][C:18]([N:15]1[CH2:16][CH2:17][CH:12]([NH:11][C:10]2[CH:9]=[CH:8][C:7]([CH2:6][CH2:5][NH:4][CH2:60][C@H:58]([OH:59])[CH2:57][O:56][C:53]3[CH:54]=[CH:55][C:50]([OH:49])=[CH:51][CH:52]=3)=[CH:31][CH:30]=2)[CH2:13][CH2:14]1)=[O:19]. (2) Given the reactants [CH3:1][O:2][C:3]1[C:12]([CH2:13][CH2:14][N:15]2[CH2:20][CH2:19][CH:18]([N:21]3[C:29]4[C:24](=[CH:25][CH:26]=[C:27]([C:30]([NH:32][CH3:33])=[O:31])[CH:28]=4)[CH:23]=[CH:22]3)[CH2:17][CH2:16]2)=[C:11]2[C:6]([C:7](=[O:36])[CH2:8][C:9]([CH3:35])([CH3:34])[O:10]2)=[CH:5][CH:4]=1.[C:37]([OH:44])(=[O:43])/[CH:38]=[CH:39]/[C:40]([OH:42])=[O:41], predict the reaction product. The product is: [C:37]([OH:44])(=[O:43])/[CH:38]=[CH:39]/[C:40]([OH:42])=[O:41].[CH3:1][O:2][C:3]1[C:12]([CH2:13][CH2:14][N:15]2[CH2:20][CH2:19][CH:18]([N:21]3[C:29]4[C:24](=[CH:25][CH:26]=[C:27]([C:30]([NH:32][CH3:33])=[O:31])[CH:28]=4)[CH:23]=[CH:22]3)[CH2:17][CH2:16]2)=[C:11]2[C:6]([C:7](=[O:36])[CH2:8][C:9]([CH3:34])([CH3:35])[O:10]2)=[CH:5][CH:4]=1. (3) Given the reactants [NH2:1][C:2]1[CH:3]=[C:4]([C:8]2[C:22]([C:23]3[CH:28]=[CH:27][N:26]=[C:25]([NH:29][CH:30]4[CH2:34][CH2:33][CH2:32][CH2:31]4)[N:24]=3)=[C:11]3[CH:12]=[CH:13][CH:14]=[C:15]([NH:16][CH:17]4[CH2:21][CH2:20][CH2:19][CH2:18]4)[N:10]3[N:9]=2)[CH:5]=[CH:6][CH:7]=1.N1C=CC=CC=1.[CH3:41][S:42](Cl)(=[O:44])=[O:43].C(OCC)(=O)C, predict the reaction product. The product is: [CH:17]1([NH:16][C:15]2[N:10]3[N:9]=[C:8]([C:4]4[CH:3]=[C:2]([NH:1][S:42]([CH3:41])(=[O:44])=[O:43])[CH:7]=[CH:6][CH:5]=4)[C:22]([C:23]4[CH:28]=[CH:27][N:26]=[C:25]([NH:29][CH:30]5[CH2:31][CH2:32][CH2:33][CH2:34]5)[N:24]=4)=[C:11]3[CH:12]=[CH:13][CH:14]=2)[CH2:21][CH2:20][CH2:19][CH2:18]1. (4) Given the reactants [NH2:1][C:2]1[C:7]([NH:8][C:9](=[O:13])[O:10][CH2:11][CH3:12])=[C:6]([NH2:14])[N:5]=[C:4]([C:15]2[C:23]3[C:18](=[N:19][CH:20]=[CH:21][CH:22]=3)[N:17]([CH2:24][C:25]3[CH:30]=[CH:29][CH:28]=[CH:27][C:26]=3[F:31])[N:16]=2)[N:3]=1.[CH3:32]N(C=O)C.[H-].[Na+].IC, predict the reaction product. The product is: [NH2:1][C:2]1[C:7]([N:8]([CH3:32])[C:9](=[O:13])[O:10][CH2:11][CH3:12])=[C:6]([NH2:14])[N:5]=[C:4]([C:15]2[C:23]3[C:18](=[N:19][CH:20]=[CH:21][CH:22]=3)[N:17]([CH2:24][C:25]3[CH:30]=[CH:29][CH:28]=[CH:27][C:26]=3[F:31])[N:16]=2)[N:3]=1. (5) Given the reactants Cl[C:2]1[CH:3]=[CH:4][C:5]2[C:6]3[N:23]=[C:22]([C:24]4[CH:29]=[CH:28][C:27]([O:30][CH3:31])=[C:26]([F:32])[CH:25]=4)[CH:21]=[C:20]([C:33]([O:35][CH3:36])=[O:34])[C:7]=3[N:8]([CH2:11][C:12]3[CH:17]=[CH:16][C:15]([O:18][CH3:19])=[CH:14][CH:13]=3)[C:9]=2[CH:10]=1.[CH3:37][N:38]1[CH2:44][CH2:43][CH2:42][NH:41][CH2:40][CH2:39]1.C1(C2C=CC=CC=2)C=CC=CC=1P(C(C)(C)C)C(C)(C)C, predict the reaction product. The product is: [F:32][C:26]1[CH:25]=[C:24]([C:22]2[CH:21]=[C:20]([C:33]([O:35][CH3:36])=[O:34])[C:7]3[N:8]([CH2:11][C:12]4[CH:13]=[CH:14][C:15]([O:18][CH3:19])=[CH:16][CH:17]=4)[C:9]4[CH:10]=[C:2]([N:41]5[CH2:42][CH2:43][CH2:44][N:38]([CH3:37])[CH2:39][CH2:40]5)[CH:3]=[CH:4][C:5]=4[C:6]=3[N:23]=2)[CH:29]=[CH:28][C:27]=1[O:30][CH3:31]. (6) Given the reactants [C:1]([C:4]1[O:8][C:7]2[C:9](=[O:18])[C:10]3[C:15]([C:16](=[O:17])[C:6]=2[CH:5]=1)=[CH:14][CH:13]=[CH:12][CH:11]=3)(=[O:3])[CH3:2].C(N([CH2:24][CH3:25])CC)C.S(S([O-])=O)([O-])=O.[Na+].[Na+].[C:34](Cl)(=[O:46])[CH2:35][CH2:36][CH2:37][CH2:38][CH2:39][CH2:40][CH2:41][CH2:42][CH2:43][CH2:44][CH3:45], predict the reaction product. The product is: [C:1]([C:4]1[O:8][C:7]2[C:9]([O:18][C:1](=[O:3])[CH2:4][CH2:5][CH2:6][CH2:7][CH2:9][CH2:10][CH2:11][CH2:12][CH2:13][CH2:24][CH3:25])=[C:10]3[C:15](=[C:16]([O:17][C:34](=[O:46])[CH2:35][CH2:36][CH2:37][CH2:38][CH2:39][CH2:40][CH2:41][CH2:42][CH2:43][CH2:44][CH3:45])[C:6]=2[CH:5]=1)[CH:14]=[CH:13][CH:12]=[CH:11]3)(=[O:3])[CH3:2]. (7) Given the reactants [CH3:1][C:2]1([C:15]([O-:17])=[O:16])[CH2:7][CH2:6][N:5]([C:8]([O:10][C:11]([CH3:14])([CH3:13])[CH3:12])=[O:9])[CH2:4][CH2:3]1, predict the reaction product. The product is: [C:11]([O:10][C:8]([N:5]1[CH2:6][CH2:7][C:2]([CH3:1])([C:15]([OH:17])=[O:16])[CH2:3][CH2:4]1)=[O:9])([CH3:14])([CH3:12])[CH3:13]. (8) The product is: [C:3]1([C:1]([NH:19][CH2:18][C@@H:17]2[CH2:16][CH2:23][CH2:24][C@H:30]([NH:31][C:35]([C:34]3[C:30]([C:24]4[C:25]([F:29])=[CH:26][CH:27]=[CH:28][C:23]=4[Cl:22])=[N:31][O:32][C:33]=3[CH2:38][CH2:39][CH2:40][CH2:41][CH2:42][CH3:43])=[O:37])[CH2:34]2)=[O:2])[CH:41]=[CH:40][CH:39]=[CH:38][CH:33]=1. Given the reactants [C:1](O)([C:3](F)(F)F)=[O:2].ClCCl.CCN=C=N[CH2:16][CH2:17][CH2:18][N:19](C)C.[Cl:22][C:23]1[CH:28]=[CH:27][CH:26]=[C:25]([F:29])[C:24]=1[C:30]1[C:34]([C:35]([OH:37])=O)=[C:33]([CH2:38][CH2:39][CH2:40][CH2:41][CH2:42][CH3:43])[O:32][N:31]=1, predict the reaction product.